From a dataset of Catalyst prediction with 721,799 reactions and 888 catalyst types from USPTO. Predict which catalyst facilitates the given reaction. (1) Reactant: [OH-].[Na+].[NH:3]=[C:4]1[CH:9]=[C:8]([CH3:10])[CH:7]=[C:6]([CH3:11])[N:5]1[NH2:12].[C:13](OC)(=O)[CH2:14][OH:15]. Product: [CH3:11][C:6]1[N:5]2[N:12]=[C:13]([CH2:14][OH:15])[N:3]=[C:4]2[CH:9]=[C:8]([CH3:10])[CH:7]=1. The catalyst class is: 8. (2) Reactant: [F:1][CH:2]1[CH:7]([C:8]2[CH:13]=[CH:12][N:11]=[CH:10][C:9]=2[N+:14]([O-:16])=[O:15])[O:6][CH:5]([CH3:17])[C:4]([OH:19])([CH3:18])[C:3]1=[O:20].[BH4-].[Na+].O. Product: [F:1][CH:2]1[CH:7]([C:8]2[CH:13]=[CH:12][N:11]=[CH:10][C:9]=2[N+:14]([O-:16])=[O:15])[O:6][CH:5]([CH3:17])[C:4]([CH3:18])([OH:19])[CH:3]1[OH:20]. The catalyst class is: 5.